Dataset: Catalyst prediction with 721,799 reactions and 888 catalyst types from USPTO. Task: Predict which catalyst facilitates the given reaction. (1) Reactant: CC(OC(/N=N/C(OC(C)C)=O)=O)C.[Cl:15][C:16]1[N:21]=[C:20]([Cl:22])[C:19](O)=[C:18]([N:24]2[CH2:29][CH2:28][O:27][CH2:26][CH:25]2[CH2:30][OH:31])[N:17]=1.C1(P(C2C=CC=CC=2)C2C=CC=CC=2)C=CC=CC=1. Product: [Cl:22][C:20]1[C:19]2[O:31][CH2:30][CH:25]3[N:24]([CH2:29][CH2:28][O:27][CH2:26]3)[C:18]=2[N:17]=[C:16]([Cl:15])[N:21]=1. The catalyst class is: 12. (2) Reactant: [Li+].[OH-].[OH:3][C:4]1[CH:13]=[CH:12][C:11]([NH:14][C:15]([O:17][CH2:18][CH2:19][NH:20][C:21](=[O:46])[CH:22]([O:25][CH2:26][CH2:27][CH2:28][CH2:29]/[CH:30]=[CH:31]\[CH2:32]/[CH:33]=[CH:34]\[CH2:35]/[CH:36]=[CH:37]\[CH2:38]/[CH:39]=[CH:40]\[CH2:41]/[CH:42]=[CH:43]\[CH2:44][CH3:45])[CH2:23][CH3:24])=[O:16])=[CH:10][C:5]=1[C:6]([O:8]C)=[O:7].Cl. Product: [OH:3][C:4]1[CH:13]=[CH:12][C:11]([NH:14][C:15]([O:17][CH2:18][CH2:19][NH:20][C:21](=[O:46])[CH:22]([O:25][CH2:26][CH2:27][CH2:28][CH2:29]/[CH:30]=[CH:31]\[CH2:32]/[CH:33]=[CH:34]\[CH2:35]/[CH:36]=[CH:37]\[CH2:38]/[CH:39]=[CH:40]\[CH2:41]/[CH:42]=[CH:43]\[CH2:44][CH3:45])[CH2:23][CH3:24])=[O:16])=[CH:10][C:5]=1[C:6]([OH:8])=[O:7]. The catalyst class is: 5. (3) Reactant: C([O:3][C:4](=[O:35])[CH2:5][O:6][C:7]1[CH:12]=[CH:11][C:10]([S:13][C:14]2[CH:19]=[C:18]([C:20]#[C:21][CH2:22][N:23]3[CH2:28][CH2:27][O:26][CH2:25][CH2:24]3)[CH:17]=[C:16]([O:29][CH2:30][CH:31]3[CH2:33][CH2:32]3)[CH:15]=2)=[CH:9][C:8]=1[CH3:34])C.[OH-].[Na+].Cl. Product: [CH:31]1([CH2:30][O:29][C:16]2[CH:15]=[C:14]([S:13][C:10]3[CH:11]=[CH:12][C:7]([O:6][CH2:5][C:4]([OH:35])=[O:3])=[C:8]([CH3:34])[CH:9]=3)[CH:19]=[C:18]([C:20]#[C:21][CH2:22][N:23]3[CH2:24][CH2:25][O:26][CH2:27][CH2:28]3)[CH:17]=2)[CH2:33][CH2:32]1. The catalyst class is: 8. (4) Reactant: [F:1][C:2]1[CH:7]=[C:6]([CH3:8])[C:5]([O:9][CH3:10])=[CH:4][C:3]=1[N+:11]([O-])=O.[H][H]. Product: [F:1][C:2]1[CH:7]=[C:6]([CH3:8])[C:5]([O:9][CH3:10])=[CH:4][C:3]=1[NH2:11]. The catalyst class is: 19. (5) Reactant: [F:1][C:2]1[C:11]([CH2:12][CH2:13][C:14]23[CH2:21][CH2:20][C:17]([NH:22]C(=O)OC(C)(C)C)([CH2:18][CH2:19]2)[CH2:16][O:15]3)=[C:10]2[C:5]([CH:6]=[CH:7][C:8]([O:30][CH3:31])=[N:9]2)=[CH:4][CH:3]=1.FC(F)(F)C(O)=O.O. Product: [F:1][C:2]1[C:11]([CH2:12][CH2:13][C:14]23[CH2:21][CH2:20][C:17]([NH2:22])([CH2:18][CH2:19]2)[CH2:16][O:15]3)=[C:10]2[C:5]([CH:6]=[CH:7][C:8]([O:30][CH3:31])=[N:9]2)=[CH:4][CH:3]=1. The catalyst class is: 4. (6) Reactant: [Si:1]([O:8][C@H:9]1[C@H:13]2[O:14][CH2:15][C@@H:16]([O:17][C:18]3[N:40]([CH2:41][O:42][CH2:43][CH2:44][Si:45]([CH3:48])([CH3:47])[CH3:46])[C:21]4=[N:22][C:23]([C:27]5[CH:32]=[CH:31][C:30]([C@@H:33]6[CH2:38][CH2:37][C@H:36]([NH2:39])[CH2:35][CH2:34]6)=[CH:29][CH:28]=5)=[C:24]([Cl:26])[CH:25]=[C:20]4[N:19]=3)[C@H:12]2[O:11][CH2:10]1)([C:4]([CH3:7])([CH3:6])[CH3:5])([CH3:3])[CH3:2].[O:49]=[C:50](Cl)[O:51][C:52](Cl)(Cl)Cl.[O:57]1[CH2:62][CH2:61]C(O)[CH2:59][CH2:58]1. Product: [Si:1]([O:8][C@H:9]1[C@H:13]2[O:14][CH2:15][C@@H:16]([O:17][C:18]3[N:40]([CH2:41][O:42][CH2:43][CH2:44][Si:45]([CH3:48])([CH3:47])[CH3:46])[C:21]4=[N:22][C:23]([C:27]5[CH:32]=[CH:31][C:30]([C@@H:33]6[CH2:38][CH2:37][C@H:36]([NH:39][C:50](=[O:49])[O:51][CH:52]7[CH2:61][CH2:62][O:57][CH2:58][CH2:59]7)[CH2:35][CH2:34]6)=[CH:29][CH:28]=5)=[C:24]([Cl:26])[CH:25]=[C:20]4[N:19]=3)[C@H:12]2[O:11][CH2:10]1)([C:4]([CH3:6])([CH3:7])[CH3:5])([CH3:3])[CH3:2]. The catalyst class is: 11.